This data is from Reaction yield outcomes from USPTO patents with 853,638 reactions. The task is: Predict the reaction yield, written as a fraction of the theoretical maximum amount of product (1.0 means a 100% yield; for example, 0.34 means a 34% yield). (1) The reactants are [OH-].[Na+].C[O:4][C:5](=[O:22])[CH2:6][CH2:7][C@H:8]1[CH2:12][O:11][C:10]([CH3:14])([CH3:13])[N:9]1[C:15]([O:17][C:18]([CH3:21])([CH3:20])[CH3:19])=[O:16]. No catalyst specified. The product is [C:18]([O:17][C:15]([N:9]1[C@@H:8]([CH2:7][CH2:6][C:5]([OH:22])=[O:4])[CH2:12][O:11][C:10]1([CH3:14])[CH3:13])=[O:16])([CH3:21])([CH3:19])[CH3:20]. The yield is 0.910. (2) The reactants are CC1C(=[O:8])[C@@H](O)CC(C)(C)C=1/C=C/C(/C)=C/C=C/C(/C)=C/C=C/C=C(\C)/C=C/C=C(\C)/C=C/C1C(C)(C)C[C@H](O)C(=O)C=1C.CCN(C(C)C)C(C)C.Cl[C:55]([O:57]C(Cl)C(Cl)(Cl)Cl)=[O:56].[CH2:64]([OH:75])[C@H:65]([C@H:67]([C@@H:69]([C@@H:71]([CH2:73][OH:74])[OH:72])[OH:70])[OH:68])[OH:66]. The catalyst is C(Cl)Cl.CN(C1C=CN=CC=1)C.CN(C=O)C. The product is [C:55](=[O:56])([OH:8])[OH:57].[CH2:73]([OH:74])[C@H:71]([C@H:69]([C@@H:67]([C@@H:65]([CH2:64][OH:75])[OH:66])[OH:68])[OH:70])[OH:72]. The yield is 0.102. (3) The reactants are [C:1](=[O:19])([O:17][CH3:18])[O:2][C:3]1[C:8]([N+:9]([O-])=O)=[CH:7][C:6]([F:12])=[CH:5][C:4]=1[C:13]([CH3:16])([CH3:15])[CH3:14].C([O-])=O.[NH4+]. The catalyst is CCO.[Pd]. The product is [C:1](=[O:19])([O:17][CH3:18])[O:2][C:3]1[C:8]([NH2:9])=[CH:7][C:6]([F:12])=[CH:5][C:4]=1[C:13]([CH3:14])([CH3:15])[CH3:16]. The yield is 0.270.